Dataset: Peptide-MHC class I binding affinity with 185,985 pairs from IEDB/IMGT. Task: Regression. Given a peptide amino acid sequence and an MHC pseudo amino acid sequence, predict their binding affinity value. This is MHC class I binding data. (1) The peptide sequence is DSWWTSLNFL. The MHC is Patr-B0101 with pseudo-sequence Patr-B0101. The binding affinity (normalized) is 0.368. (2) The peptide sequence is GMKRSFYVY. The binding affinity (normalized) is 1.00. The MHC is HLA-A30:02 with pseudo-sequence HLA-A30:02. (3) The peptide sequence is RYMHQTGDYK. The MHC is Mamu-B17 with pseudo-sequence Mamu-B17. The binding affinity (normalized) is 0.0778. (4) The peptide sequence is SNFVFAGI. The MHC is HLA-A02:01 with pseudo-sequence HLA-A02:01. The binding affinity (normalized) is 0. (5) The peptide sequence is AFMATNKAY. The MHC is HLA-A02:11 with pseudo-sequence HLA-A02:11. The binding affinity (normalized) is 0.0847.